Dataset: Forward reaction prediction with 1.9M reactions from USPTO patents (1976-2016). Task: Predict the product of the given reaction. (1) Given the reactants [CH2:1]([O:8][C:9]1[C:14](=[O:15])[N:13]2[CH:16]=[C:17]([N:20]3[CH2:25][CH2:24][O:23][CH2:22][CH2:21]3)[CH:18]=[CH:19][C:12]2=[N:11][C:10]=1[C:26]([NH:28][OH:29])=[NH:27])[C:2]1[CH:7]=[CH:6][CH:5]=[CH:4][CH:3]=1.[F:30][C:31]1[CH:36]=[CH:35][C:34]([CH2:37][C:38](Cl)=[O:39])=[CH:33][CH:32]=1.O, predict the reaction product. The product is: [CH2:1]([O:8][C:9]1[C:14](=[O:15])[N:13]2[CH:16]=[C:17]([N:20]3[CH2:21][CH2:22][O:23][CH2:24][CH2:25]3)[CH:18]=[CH:19][C:12]2=[N:11][C:10]=1[C:26]([NH:28][O:29][C:38](=[O:39])[CH2:37][C:34]1[CH:35]=[CH:36][C:31]([F:30])=[CH:32][CH:33]=1)=[NH:27])[C:2]1[CH:7]=[CH:6][CH:5]=[CH:4][CH:3]=1. (2) Given the reactants C([O:3][C:4]([C:6]1[CH:7]=[C:8]2[C:13](=[CH:14][CH:15]=1)[NH:12][CH:11]([C:16]1[CH:21]=[CH:20][CH:19]=[C:18]([C:22](=[O:30])[NH:23][C:24]3[CH:29]=[CH:28][CH:27]=[CH:26][CH:25]=3)[CH:17]=1)[CH2:10][C:9]2([CH3:32])[CH3:31])=[O:5])C.[OH-].[Na+].Cl, predict the reaction product. The product is: [CH3:31][C:9]1([CH3:32])[C:8]2[C:13](=[CH:14][CH:15]=[C:6]([C:4]([OH:5])=[O:3])[CH:7]=2)[NH:12][CH:11]([C:16]2[CH:21]=[CH:20][CH:19]=[C:18]([C:22](=[O:30])[NH:23][C:24]3[CH:29]=[CH:28][CH:27]=[CH:26][CH:25]=3)[CH:17]=2)[CH2:10]1. (3) Given the reactants Br[C:2]1[N:6]2[C:7]3[CH:14]=[C:13]([O:15][CH:16]([CH3:18])[CH3:17])[C:12]([O:19][CH3:20])=[CH:11][C:8]=3[O:9][CH2:10][C:5]2=[C:4]([C:21]([N:23]([C:25]([CH3:28])([CH3:27])[CH3:26])[CH3:24])=[O:22])[N:3]=1.[S:29]1[CH:33]=[CH:32][CH:31]=[C:30]1B(O)O.C([O-])([O-])=O.[K+].[K+].O, predict the reaction product. The product is: [C:25]([N:23]([CH3:24])[C:21]([C:4]1[N:3]=[C:2]([C:30]2[S:29][CH:33]=[CH:32][CH:31]=2)[N:6]2[C:5]=1[CH2:10][O:9][C:8]1[CH:11]=[C:12]([O:19][CH3:20])[C:13]([O:15][CH:16]([CH3:18])[CH3:17])=[CH:14][C:7]2=1)=[O:22])([CH3:28])([CH3:27])[CH3:26]. (4) Given the reactants I[C:2]1[CH:7]=[CH:6][CH:5]=[CH:4][C:3]=1[C:8]1[CH:13]=[CH:12][CH:11]=[CH:10][CH:9]=1.[Li]CCCC.[C:19]([S:23]([N:25]=[CH:26][CH2:27][CH2:28][CH2:29][C:30]([O:32][CH3:33])=[O:31])=[O:24])([CH3:22])([CH3:21])[CH3:20].[NH4+].[Cl-], predict the reaction product. The product is: [C:3]1([C:8]2[CH:13]=[CH:12][CH:11]=[CH:10][CH:9]=2)[CH:4]=[CH:5][CH:6]=[CH:7][C:2]=1[CH:26]([NH:25][S:23]([C:19]([CH3:22])([CH3:21])[CH3:20])=[O:24])[CH2:27][CH2:28][CH2:29][C:30]([O:32][CH3:33])=[O:31]. (5) Given the reactants [CH2:1]([OH:7])[C:2]1[O:6][CH:5]=[CH:4][CH:3]=1.C(N(CC)CC)C.[C:15](Cl)(=[O:19])[CH:16]([CH3:18])[CH3:17], predict the reaction product. The product is: [C:15]([O:7][CH2:1][C:2]1[O:6][CH:5]=[CH:4][CH:3]=1)(=[O:19])[CH:16]([CH3:18])[CH3:17]. (6) Given the reactants CON(C)[C:4](=[O:22])[C:5]1[CH:10]=[CH:9][C:8]([C:11]([F:14])([F:13])[F:12])=[N:7][C:6]=1[NH:15][C:16]1[CH:21]=[CH:20][CH:19]=[CH:18][CH:17]=1.[CH2:24]([Mg]Br)[CH3:25], predict the reaction product. The product is: [C:16]1([NH:15][C:6]2[C:5]([C:4](=[O:22])[CH2:24][CH3:25])=[CH:10][CH:9]=[C:8]([C:11]([F:12])([F:13])[F:14])[N:7]=2)[CH:17]=[CH:18][CH:19]=[CH:20][CH:21]=1. (7) Given the reactants [Cl:1][C:2]1[C:10]([CH3:11])=[CH:9][CH:8]=[CH:7][C:3]=1[C:4]([OH:6])=O.[Cl:12][C:13]1[CH:18]=[CH:17][C:16]([CH:19]([N:22]2[CH2:27][CH2:26][O:25][CH2:24][CH2:23]2)[CH2:20][NH2:21])=[CH:15][CH:14]=1, predict the reaction product. The product is: [Cl:1][C:2]1[C:10]([CH3:11])=[CH:9][CH:8]=[CH:7][C:3]=1[C:4]([NH:21][CH2:20][CH:19]([C:16]1[CH:17]=[CH:18][C:13]([Cl:12])=[CH:14][CH:15]=1)[N:22]1[CH2:27][CH2:26][O:25][CH2:24][CH2:23]1)=[O:6].